From a dataset of Forward reaction prediction with 1.9M reactions from USPTO patents (1976-2016). Predict the product of the given reaction. (1) Given the reactants O[CH2:2][N:3]1[CH:7]=[CH:6][C:5]([C:8]#[N:9])=[CH:4]1.S(Cl)([Cl:12])=O, predict the reaction product. The product is: [Cl:12][CH2:2][N:3]1[CH:7]=[CH:6][C:5]([C:8]#[N:9])=[CH:4]1. (2) Given the reactants [O:1]1[CH2:6][CH2:5][CH:4]([NH:7][C:8]2[C:13]3[C:14]([C:17]4[CH:22]=[C:21](C(F)(F)F)[CH:20]=[CH:19][N:18]=4)=[N:15][NH:16][C:12]=3[CH:11]=[CH:10][N:9]=2)[CH2:3][CH2:2]1.COC1C=CC(CN2C3C=CN=C(NC4CCOCC4)C=3C([Sn](C)(C)C)=N2)=CC=1.BrC1C=CC=CN=1, predict the reaction product. The product is: [N:18]1[CH:19]=[CH:20][CH:21]=[CH:22][C:17]=1[C:14]1[C:13]2[C:8]([NH:7][CH:4]3[CH2:5][CH2:6][O:1][CH2:2][CH2:3]3)=[N:9][CH:10]=[CH:11][C:12]=2[NH:16][N:15]=1. (3) Given the reactants Cl[CH2:2][CH2:3][O:4][C:5]1[CH:6]=[C:7]2[C:12](=[CH:13][C:14]=1[O:15][CH3:16])[N:11]=[C:10]([C:17]1[CH:22]=[CH:21][C:20]([C:23]3[CH:28]=[CH:27][CH:26]=[CH:25][CH:24]=3)=[C:19]([F:29])[CH:18]=1)[N:9]=[C:8]2[NH:30][C:31]1[CH:32]=[C:33]2[C:37](=[CH:38][CH:39]=1)[N:36](C([O-])=O)[N:35]=[CH:34]2.[CH3:43][N:44]1[CH2:49][CH2:48][NH:47][CH2:46][CH2:45]1.O, predict the reaction product. The product is: [F:29][C:19]1[CH:18]=[C:17]([C:10]2[N:9]=[C:8]([NH:30][C:31]3[CH:32]=[C:33]4[C:37](=[CH:38][CH:39]=3)[NH:36][N:35]=[CH:34]4)[C:7]3[C:12](=[CH:13][C:14]([O:15][CH3:16])=[C:5]([O:4][CH2:3][CH2:2][N:47]4[CH2:48][CH2:49][N:44]([CH3:43])[CH2:45][CH2:46]4)[CH:6]=3)[N:11]=2)[CH:22]=[CH:21][C:20]=1[C:23]1[CH:28]=[CH:27][CH:26]=[CH:25][CH:24]=1. (4) Given the reactants [CH3:1][C:2]1[C:6]([C:7]([O:9][CH3:10])=[O:8])=[CH:5][NH:4][N:3]=1.Br[CH:12]([C:14]1[CH:19]=[CH:18][CH:17]=[CH:16][CH:15]=1)[CH3:13].C(=O)([O-])[O-].[K+].[K+], predict the reaction product. The product is: [CH3:1][C:2]1[C:6]([C:7]([O:9][CH3:10])=[O:8])=[CH:5][N:4]([CH:12]([C:14]2[CH:19]=[CH:18][CH:17]=[CH:16][CH:15]=2)[CH3:13])[N:3]=1.[CH3:1][C:2]1[N:3]([CH:12]([C:14]2[CH:19]=[CH:18][CH:17]=[CH:16][CH:15]=2)[CH3:13])[N:4]=[CH:5][C:6]=1[C:7]([O:9][CH3:10])=[O:8]. (5) Given the reactants [CH3:1][CH:2]([C:4]1[N:8]=[C:7]([N:9]2[CH2:14][CH2:13][CH:12]([CH:15]=[O:16])[CH2:11][CH2:10]2)[O:6][N:5]=1)[CH3:3].[CH3:17][Mg]Br, predict the reaction product. The product is: [CH3:3][CH:2]([C:4]1[N:8]=[C:7]([N:9]2[CH2:14][CH2:13][CH:12]([CH:15]([OH:16])[CH3:17])[CH2:11][CH2:10]2)[O:6][N:5]=1)[CH3:1]. (6) Given the reactants Br[C:2]1[CH:3]=[C:4]([N:8]2[C:12]3[CH:13]=[CH:14][C:15]([CH2:17][N:18]4[C:26](=[O:27])[C:25]5[C:20](=[CH:21][CH:22]=[CH:23][CH:24]=5)[C:19]4=[O:28])=[CH:16][C:11]=3[N:10]=[CH:9]2)[CH:5]=[CH:6][CH:7]=1.C([Sn](CCCC)(CCCC)[C:34]1[CH:39]=[CH:38][CH:37]=[CH:36][N:35]=1)CCC, predict the reaction product. The product is: [N:35]1[CH:36]=[CH:37][CH:38]=[CH:39][C:34]=1[C:2]1[CH:3]=[C:4]([N:8]2[C:12]3[CH:13]=[CH:14][C:15]([CH2:17][N:18]4[C:19](=[O:28])[C:20]5[C:25](=[CH:24][CH:23]=[CH:22][CH:21]=5)[C:26]4=[O:27])=[CH:16][C:11]=3[N:10]=[CH:9]2)[CH:5]=[CH:6][CH:7]=1. (7) Given the reactants [CH2:1]([NH:13][C:14]1[CH:19]=[CH:18][CH:17]=[CH:16][C:15]=1B1OC(C)(C)C(C)(C)O1)[CH2:2][CH2:3][CH2:4][CH2:5][CH2:6][CH2:7][CH2:8][CH2:9][CH2:10][CH2:11][CH3:12].Br[C:30]1[CH:42]=[CH:41][C:40]2[C:39]3[C:34](=[CH:35][C:36](Br)=[CH:37][CH:38]=3)[C:33](=[O:44])[C:32]=2[CH:31]=1.[O-]P([O-])([O-])=O.[K+].[K+].[K+].O, predict the reaction product. The product is: [CH2:1]([NH:13][C:14]1[CH:15]=[CH:16][CH:17]=[CH:18][C:19]=1[C:30]1[CH:42]=[CH:41][C:40]2[C:39]3[C:34](=[CH:35][C:36]([C:15]4[CH:16]=[CH:17][CH:18]=[CH:19][C:14]=4[NH:13][CH2:1][CH2:2][CH2:3][CH2:4][CH2:5][CH2:6][CH2:7][CH2:8][CH2:9][CH2:10][CH2:11][CH3:12])=[CH:37][CH:38]=3)[C:33](=[O:44])[C:32]=2[CH:31]=1)[CH2:2][CH2:3][CH2:4][CH2:5][CH2:6][CH2:7][CH2:8][CH2:9][CH2:10][CH2:11][CH3:12]. (8) Given the reactants [N:1]1[CH:6]=[CH:5][CH:4]=[C:3]([C:7]2[N:12]=[CH:11][C:10]([C:13]([OH:15])=O)=[CH:9][N:8]=2)[CH:2]=1.[CH2:16]1[CH2:21][CH2:20][CH:19]([N:22]=C=[N:22][CH:19]2[CH2:20][CH2:21][CH2:16][CH2:17][CH2:18]2)[CH2:18][CH2:17]1.NC1C=CC=CC=1.C(O)C(N)(CO)CO, predict the reaction product. The product is: [C:19]1([NH:22][C:13]([C:10]2[CH:11]=[N:12][C:7]([C:3]3[CH:2]=[N:1][CH:6]=[CH:5][CH:4]=3)=[N:8][CH:9]=2)=[O:15])[CH:20]=[CH:21][CH:16]=[CH:17][CH:18]=1. (9) Given the reactants [O:1]1[CH2:4][CH:3](CS([O-])(=O)=O)[CH2:2]1.[Br:10][C:11]1[CH:12]=[C:13]2[C:17](=C[CH:19]=1)[NH:16][CH:15]=[CH:14]2.C(=O)([O-])[O-].[Cs+].[Cs+].C[N:27](C=O)C, predict the reaction product. The product is: [Br:10][C:11]1[CH:12]=[C:13]2[CH:14]=[CH:15][N:16]([CH:3]3[CH2:4][O:1][CH2:2]3)[C:17]2=[N:27][CH:19]=1.